From a dataset of Full USPTO retrosynthesis dataset with 1.9M reactions from patents (1976-2016). Predict the reactants needed to synthesize the given product. Given the product [Cl:1][C:2]1[CH:7]=[CH:6][C:5]([S:8]([N:11]([CH2:27][C:28]2[CH:29]=[C:30]([F:37])[C:31]([C:32]#[N:33])=[CH:34][C:35]=2[F:36])[C@@H:12]2[CH2:17][CH2:16][CH2:15][CH2:14][C@H:13]2[CH2:18][OH:19])(=[O:9])=[O:10])=[CH:4][CH:3]=1, predict the reactants needed to synthesize it. The reactants are: [Cl:1][C:2]1[CH:7]=[CH:6][C:5]([S:8]([NH:11][C@@H:12]2[CH2:17][CH2:16][CH2:15][CH2:14][C@H:13]2[CH2:18][OH:19])(=[O:10])=[O:9])=[CH:4][CH:3]=1.C(=O)([O-])[O-].[Cs+].[Cs+].Br[CH2:27][C:28]1[C:35]([F:36])=[CH:34][C:31]([C:32]#[N:33])=[C:30]([F:37])[CH:29]=1.ClC1C=CC(S(N(CC2C=CC(C3OC=CN=3)=C(F)C=2F)[C@@H]2CCCC[C@H]2CO)(=O)=O)=CC=1.